Predict the product of the given reaction. From a dataset of Forward reaction prediction with 1.9M reactions from USPTO patents (1976-2016). (1) Given the reactants [CH3:1][NH:2][CH:3]1[CH2:9][CH2:8][CH2:7][CH2:6][NH:5][CH2:4]1.[CH3:10][O:11][C:12]1[CH:13]=[C:14]([S:20](Cl)(=[O:22])=[O:21])[CH:15]=[CH:16][C:17]=1[O:18][CH3:19], predict the reaction product. The product is: [CH3:10][O:11][C:12]1[CH:13]=[C:14]([S:20]([N:5]2[CH2:6][CH2:7][CH2:8][CH2:9][CH:3]([N:2]([CH3:1])[S:20]([C:14]3[CH:15]=[CH:16][C:17]([O:18][CH3:19])=[C:12]([O:11][CH3:10])[CH:13]=3)(=[O:22])=[O:21])[CH2:4]2)(=[O:22])=[O:21])[CH:15]=[CH:16][C:17]=1[O:18][CH3:19]. (2) Given the reactants [NH2:1][C@H:2]1[CH2:7][CH2:6][C@H:5]([CH2:8][NH:9][C:10](=[O:16])[O:11][C:12]([CH3:15])([CH3:14])[CH3:13])[CH2:4][CH2:3]1.[CH:17]1[N:21]2[C:22]3[C:28]([CH:29]=O)=[CH:27][NH:26][C:23]=3[N:24]=[CH:25][C:20]2=[N:19][N:18]=1.C(O[BH-](OC(=O)C)OC(=O)C)(=O)C.[Na+].C([O-])(O)=O.[Na+].O, predict the reaction product. The product is: [CH:17]1[N:21]2[C:22]3[C:28]([CH2:29][NH:1][C@H:2]4[CH2:7][CH2:6][C@H:5]([CH2:8][NH:9][C:10](=[O:16])[O:11][C:12]([CH3:13])([CH3:15])[CH3:14])[CH2:4][CH2:3]4)=[CH:27][NH:26][C:23]=3[N:24]=[CH:25][C:20]2=[N:19][N:18]=1.